This data is from Forward reaction prediction with 1.9M reactions from USPTO patents (1976-2016). The task is: Predict the product of the given reaction. (1) Given the reactants [C:1]([C:4]1[CH:9]=[N:8][NH:7][C:6](=[O:10])[C:5]=1[C:11]1[CH:16]=[CH:15][CH:14]=[CH:13][CH:12]=1)(=[O:3])[CH3:2].[C:17](=O)([O-])[O-].[K+].[K+].IC, predict the reaction product. The product is: [C:1]([C:4]1[CH:9]=[N:8][N:7]([CH3:17])[C:6](=[O:10])[C:5]=1[C:11]1[CH:16]=[CH:15][CH:14]=[CH:13][CH:12]=1)(=[O:3])[CH3:2]. (2) Given the reactants [C:1]1(=[O:11])[C@H:9]2[C@@H:4]([CH2:5][CH2:6][CH2:7][CH2:8]2)[C:3](=[O:10])O1.[CH3:12][N:13]([CH3:30])[CH2:14][CH2:15][O:16][C:17]1[C:25]2[NH:24][C:23]3[CH2:26][CH2:27][NH:28][CH2:29][C:22]=3[C:21]=2[CH:20]=[CH:19][CH:18]=1.C(N(CC)C(C)C)(C)C.CN(C(ON1N=[N:55][C:50]2[CH:51]=[CH:52]C=[N:54][C:49]1=2)=[N+](C)C)C.F[P-](F)(F)(F)(F)F.Cl.NC1(C#N)CC1, predict the reaction product. The product is: [C:49]([C:50]1([NH:55][C:1]([C@@H:9]2[CH2:8][CH2:7][CH2:6][CH2:5][C@H:4]2[C:3]([N:28]2[CH2:27][CH2:26][C:23]3[NH:24][C:25]4[C:17]([O:16][CH2:15][CH2:14][N:13]([CH3:30])[CH3:12])=[CH:18][CH:19]=[CH:20][C:21]=4[C:22]=3[CH2:29]2)=[O:10])=[O:11])[CH2:52][CH2:51]1)#[N:54].